Dataset: Peptide-MHC class I binding affinity with 185,985 pairs from IEDB/IMGT. Task: Regression. Given a peptide amino acid sequence and an MHC pseudo amino acid sequence, predict their binding affinity value. This is MHC class I binding data. The peptide sequence is ALGPFQSF. The MHC is H-2-Db with pseudo-sequence H-2-Db. The binding affinity (normalized) is 0.